Regression. Given two drug SMILES strings and cell line genomic features, predict the synergy score measuring deviation from expected non-interaction effect. From a dataset of NCI-60 drug combinations with 297,098 pairs across 59 cell lines. (1) Drug 1: C1C(C(OC1N2C=NC3=C(N=C(N=C32)Cl)N)CO)O. Drug 2: C1=NNC2=C1C(=O)NC=N2. Cell line: HCT116. Synergy scores: CSS=63.0, Synergy_ZIP=-1.95, Synergy_Bliss=-6.26, Synergy_Loewe=-37.2, Synergy_HSA=-4.98. (2) Drug 1: CC1=C(C(=O)C2=C(C1=O)N3CC4C(C3(C2COC(=O)N)OC)N4)N. Drug 2: C1C(C(OC1N2C=NC3=C2NC=NCC3O)CO)O. Cell line: HT29. Synergy scores: CSS=10.3, Synergy_ZIP=-6.91, Synergy_Bliss=-3.13, Synergy_Loewe=-3.72, Synergy_HSA=-0.295. (3) Drug 1: C1=CC(=CC=C1CC(C(=O)O)N)N(CCCl)CCCl.Cl. Drug 2: C(CN)CNCCSP(=O)(O)O. Cell line: RPMI-8226. Synergy scores: CSS=33.1, Synergy_ZIP=19.6, Synergy_Bliss=23.8, Synergy_Loewe=19.4, Synergy_HSA=19.5. (4) Drug 1: CC1C(C(CC(O1)OC2CC(OC(C2O)C)OC3=CC4=CC5=C(C(=O)C(C(C5)C(C(=O)C(C(C)O)O)OC)OC6CC(C(C(O6)C)O)OC7CC(C(C(O7)C)O)OC8CC(C(C(O8)C)O)(C)O)C(=C4C(=C3C)O)O)O)O. Drug 2: CN(CCCl)CCCl.Cl. Cell line: SN12C. Synergy scores: CSS=-0.991, Synergy_ZIP=3.86, Synergy_Bliss=12.1, Synergy_Loewe=-30.6, Synergy_HSA=-6.31. (5) Cell line: PC-3. Synergy scores: CSS=11.6, Synergy_ZIP=-1.67, Synergy_Bliss=-2.68, Synergy_Loewe=-16.1, Synergy_HSA=-4.30. Drug 2: CN(CCCl)CCCl.Cl. Drug 1: CN1C2=C(C=C(C=C2)N(CCCl)CCCl)N=C1CCCC(=O)O.Cl. (6) Drug 1: CC1C(C(CC(O1)OC2CC(CC3=C2C(=C4C(=C3O)C(=O)C5=C(C4=O)C(=CC=C5)OC)O)(C(=O)C)O)N)O.Cl. Drug 2: CN(CC1=CN=C2C(=N1)C(=NC(=N2)N)N)C3=CC=C(C=C3)C(=O)NC(CCC(=O)O)C(=O)O. Cell line: SK-OV-3. Synergy scores: CSS=30.0, Synergy_ZIP=-2.26, Synergy_Bliss=-1.40, Synergy_Loewe=-5.33, Synergy_HSA=-0.594. (7) Drug 2: CC1=C(C(CCC1)(C)C)C=CC(=CC=CC(=CC(=O)O)C)C. Synergy scores: CSS=-14.1, Synergy_ZIP=4.46, Synergy_Bliss=-4.90, Synergy_Loewe=-8.26, Synergy_HSA=-10.8. Drug 1: CC(C1=C(C=CC(=C1Cl)F)Cl)OC2=C(N=CC(=C2)C3=CN(N=C3)C4CCNCC4)N. Cell line: BT-549.